From a dataset of Catalyst prediction with 721,799 reactions and 888 catalyst types from USPTO. Predict which catalyst facilitates the given reaction. Reactant: [CH3:1][O:2][C:3](=[O:12])[C:4]1[CH:9]=[C:8]([F:10])[CH:7]=[CH:6][C:5]=1F.[C:13]([O:17][C:18]([N:20]1[CH2:25][CH2:24][NH:23][CH2:22][CH2:21]1)=[O:19])([CH3:16])([CH3:15])[CH3:14].C([O-])([O-])=O.[K+].[K+]. Product: [C:13]([O:17][C:18]([N:20]1[CH2:25][CH2:24][N:23]([C:5]2[CH:6]=[CH:7][C:8]([F:10])=[CH:9][C:4]=2[C:3]([O:2][CH3:1])=[O:12])[CH2:22][CH2:21]1)=[O:19])([CH3:16])([CH3:14])[CH3:15]. The catalyst class is: 12.